From a dataset of Reaction yield outcomes from USPTO patents with 853,638 reactions. Predict the reaction yield, written as a fraction of the theoretical maximum amount of product (1.0 means a 100% yield; for example, 0.34 means a 34% yield). (1) The yield is 0.530. The reactants are Cl[C:2]1[N:7]=[C:6]([NH:8][C:9]2[CH:14]=[CH:13][CH:12]=[C:11]([OH:15])[CH:10]=2)[C:5]([F:16])=[CH:4][N:3]=1.[NH2:17][CH2:18][CH2:19][C:20]1[C:28]2[C:23](=[CH:24][CH:25]=[CH:26][CH:27]=2)[NH:22][CH:21]=1. The product is [F:16][C:5]1[C:6]([NH:8][C:9]2[CH:14]=[CH:13][CH:12]=[C:11]([OH:15])[CH:10]=2)=[N:7][C:2]([NH:17][CH2:18][CH2:19][C:20]2[C:28]3[C:23](=[CH:24][CH:25]=[CH:26][CH:27]=3)[NH:22][CH:21]=2)=[N:3][CH:4]=1. No catalyst specified. (2) The reactants are Cl.[CH:2]([NH:5][C:6]([C:8]1[C:16]2[C:11](=[N:12][CH:13]=[C:14]([O:17][C:18]3[CH:19]=[C:20]4[C:24](=[CH:25][CH:26]=3)[CH2:23][CH2:22][C@H:21]4[NH2:27])[N:15]=2)[N:10]([CH2:28][O:29][CH2:30][CH2:31][Si:32]([CH3:35])([CH3:34])[CH3:33])[CH:9]=1)=[O:7])([CH3:4])[CH3:3].C(N(C(C)C)CC)(C)C.[CH3:45][S:46](Cl)(=[O:48])=[O:47]. The catalyst is ClCCl. The product is [CH:2]([NH:5][C:6]([C:8]1[C:16]2[C:11](=[N:12][CH:13]=[C:14]([O:17][C:18]3[CH:19]=[C:20]4[C:24](=[CH:25][CH:26]=3)[CH2:23][CH2:22][C@H:21]4[NH:27][S:46]([CH3:45])(=[O:48])=[O:47])[N:15]=2)[N:10]([CH2:28][O:29][CH2:30][CH2:31][Si:32]([CH3:33])([CH3:35])[CH3:34])[CH:9]=1)=[O:7])([CH3:4])[CH3:3]. The yield is 0.730.